This data is from Full USPTO retrosynthesis dataset with 1.9M reactions from patents (1976-2016). The task is: Predict the reactants needed to synthesize the given product. (1) Given the product [Cl:21][C:22]1[CH:27]=[C:26]([CH3:28])[N:25]=[C:24]([NH:29][CH2:3][C:4]2[N:8]3[CH:9]=[C:10]([CH3:13])[CH:11]=[CH:12][C:7]3=[N:6][C:5]=2[C:14]2[CH:19]=[CH:18][C:17]([F:20])=[CH:16][CH:15]=2)[N:23]=1, predict the reactants needed to synthesize it. The reactants are: Cl.Cl[CH2:3][C:4]1[N:8]2[CH:9]=[C:10]([CH3:13])[CH:11]=[CH:12][C:7]2=[N:6][C:5]=1[C:14]1[CH:19]=[CH:18][C:17]([F:20])=[CH:16][CH:15]=1.[Cl:21][C:22]1[CH:27]=[C:26]([CH3:28])[N:25]=[C:24]([NH2:29])[N:23]=1. (2) The reactants are: [C:1]1([NH:7][C:8]2[CH:13]=[CH:12][CH:11]=[CH:10][CH:9]=2)[CH:6]=[CH:5][CH:4]=[CH:3][CH:2]=1.Br[C:15]1[CH:20]=[CH:19][C:18]([C:21]([C:23]([C:25]2[CH:30]=[CH:29][C:28](Br)=[CH:27][CH:26]=2)=[O:24])=[O:22])=[CH:17][CH:16]=1.C[C:33]([O-])([CH3:35])[CH3:34].[Na+].[NH4+:38].[Cl-]. Given the product [C:8]1([N:7]([C:15]2[CH:20]=[CH:19][C:18]([C:21]([C:23]([C:25]3[CH:30]=[CH:29][C:28]([N:38]([C:34]4[CH:33]=[CH:35][CH:13]=[CH:8][CH:9]=4)[C:1]4[CH:6]=[CH:5][CH:4]=[CH:3][CH:2]=4)=[CH:27][CH:26]=3)=[O:24])=[O:22])=[CH:17][CH:16]=2)[C:1]2[CH:2]=[CH:3][CH:4]=[CH:5][CH:6]=2)[CH:9]=[CH:10][CH:11]=[CH:12][CH:13]=1, predict the reactants needed to synthesize it. (3) Given the product [Br:1][C:2]1[CH:10]=[CH:9][C:5]([C:6]([NH:48][CH2:47][CH2:46][OH:45])=[O:8])=[C:4]([F:11])[CH:3]=1, predict the reactants needed to synthesize it. The reactants are: [Br:1][C:2]1[CH:10]=[CH:9][C:5]([C:6]([OH:8])=O)=[C:4]([F:11])[CH:3]=1.CN(C(ON1N=NC2C=CC=NC1=2)=[N+](C)C)C.F[P-](F)(F)(F)(F)F.CCN(C(C)C)C(C)C.[OH:45][CH2:46][CH2:47][NH2:48]. (4) Given the product [NH2:1][C:2]1[C:3]([C:13]([OH:15])=[O:14])=[N:4][C:5]([C:20]2[CH:21]=[CH:22][C:17]([F:16])=[CH:18][CH:19]=2)=[C:6]([C:8]([F:11])([F:10])[F:9])[CH:7]=1, predict the reactants needed to synthesize it. The reactants are: [NH2:1][C:2]1[C:3]([C:13]([OH:15])=[O:14])=[N:4][C:5](Br)=[C:6]([C:8]([F:11])([F:10])[F:9])[CH:7]=1.[F:16][C:17]1[CH:22]=[CH:21][C:20](B(O)O)=[CH:19][CH:18]=1.C([O-])([O-])=O.[Cs+].[Cs+]. (5) Given the product [CH:28]1([C:31]2[C:36]([C:37]3[CH:42]=[CH:41][C:40]([F:43])=[CH:39][CH:38]=3)=[C:35]([CH3:44])[C:34]([O:45][CH2:46][CH3:47])=[C:33]([CH2:48][N:17]3[CH2:16][C:15]4([CH2:26][C:12]([N:9]5[CH2:8][CH2:7][C:6]([CH3:27])([C:4]([O:3][CH2:1][CH3:2])=[O:5])[CH2:11][CH2:10]5)=[N:13][O:14]4)[CH2:18]3)[CH:32]=2)[CH2:30][CH2:29]1, predict the reactants needed to synthesize it. The reactants are: [CH2:1]([O:3][C:4]([C:6]1([CH3:27])[CH2:11][CH2:10][N:9]([C:12]2[CH2:26][C:15]3([CH2:18][N:17](C(OC(C)(C)C)=O)[CH2:16]3)[O:14][N:13]=2)[CH2:8][CH2:7]1)=[O:5])[CH3:2].[CH:28]1([C:31]2[C:36]([C:37]3[CH:42]=[CH:41][C:40]([F:43])=[CH:39][CH:38]=3)=[C:35]([CH3:44])[C:34]([O:45][CH2:46][CH3:47])=[C:33]([CH:48]=O)[CH:32]=2)[CH2:30][CH2:29]1.